Dataset: TCR-epitope binding with 47,182 pairs between 192 epitopes and 23,139 TCRs. Task: Binary Classification. Given a T-cell receptor sequence (or CDR3 region) and an epitope sequence, predict whether binding occurs between them. The epitope is KAFSPEVIPMF. The TCR CDR3 sequence is CASSLGDRGYQPQHF. Result: 0 (the TCR does not bind to the epitope).